From a dataset of Reaction yield outcomes from USPTO patents with 853,638 reactions. Predict the reaction yield, written as a fraction of the theoretical maximum amount of product (1.0 means a 100% yield; for example, 0.34 means a 34% yield). (1) The reactants are [CH3:1][C:2]([CH3:14])([CH3:13])[C:3]([NH:5][C:6]1[CH:11]=[CH:10][CH:9]=[CH:8][C:7]=1[CH3:12])=O.[Li]CCCC.[NH4+].[Cl-]. The catalyst is C1COCC1. The product is [C:2]([C:3]1[NH:5][C:6]2[C:7]([CH:12]=1)=[CH:8][CH:9]=[CH:10][CH:11]=2)([CH3:14])([CH3:13])[CH3:1]. The yield is 0.880. (2) The reactants are [CH3:1][N:2]1[CH2:7][CH:6]([C:8]2[CH:13]=[CH:12][CH:11]=[CH:10][CH:9]=2)[N:5]([C:14]2[N:19]=[CH:18][CH:17]=[CH:16][C:15]=2[CH2:20]O)[CH2:4][CH2:3]1.S(=O)(=O)(O)O.N.[OH-].[Na+]. No catalyst specified. The product is [CH3:1][N:2]1[CH2:7][CH:6]2[N:5]([C:14]3[N:19]=[CH:18][CH:17]=[CH:16][C:15]=3[CH2:20][C:9]3[CH:10]=[CH:11][CH:12]=[CH:13][C:8]=32)[CH2:4][CH2:3]1. The yield is 0.950. (3) The reactants are [CH2:1]([C:5]1[CH:6]=[C:7]([CH:9]=[CH:10][C:11]=1[C:12](F)([C:17]([F:20])([F:19])[F:18])[C:13]([F:16])([F:15])[F:14])[NH2:8])[CH:2]([CH3:4])[CH3:3].[BH4-].[Na+].C(O)(=O)C. The catalyst is CS(C)=O.C(OCC)(=O)C. The product is [CH2:1]([C:5]1[CH:6]=[C:7]([CH:9]=[CH:10][C:11]=1[CH:12]([C:13]([F:14])([F:15])[F:16])[C:17]([F:18])([F:20])[F:19])[NH2:8])[CH:2]([CH3:4])[CH3:3]. The yield is 0.990. (4) The reactants are Cl[C:2]1[C:11]2[C:6](=[CH:7][N:8]=[C:9]([F:12])[CH:10]=2)[N:5]=[CH:4][C:3]=1[C:13]#[N:14].C(O)C.[OH:18][C:19]1[CH:20]=[C:21]([CH:23]=[CH:24][C:25]=1[CH3:26])[NH2:22].C(=O)(O)[O-].[Na+]. The yield is 0.900. The product is [F:12][C:9]1[CH:10]=[C:11]2[C:6](=[CH:7][N:8]=1)[N:5]=[CH:4][C:3]([C:13]#[N:14])=[C:2]2[NH:22][C:21]1[CH:23]=[CH:24][C:25]([CH3:26])=[C:19]([OH:18])[CH:20]=1. The catalyst is [Cl-].[Na+].O. (5) The reactants are Cl.[F:2][C:3]([F:29])([F:28])[C:4]1[CH:5]=[C:6]([CH:21]=[C:22]([C:24]([F:27])([F:26])[F:25])[CH:23]=1)[CH2:7][O:8][C@H:9]1[CH2:14][CH2:13][NH:12][CH2:11][C@H:10]1[C:15]1[CH:20]=[CH:19][CH:18]=[CH:17][CH:16]=1.[C:30](Cl)(=[O:37])[C:31]1[CH:36]=[CH:35][CH:34]=[CH:33][CH:32]=1. No catalyst specified. The product is [C:30]([N:12]1[CH2:13][CH2:14][C@H:9]([O:8][CH2:7][C:6]2[CH:21]=[C:22]([C:24]([F:27])([F:25])[F:26])[CH:23]=[C:4]([C:3]([F:2])([F:28])[F:29])[CH:5]=2)[C@H:10]([C:15]2[CH:16]=[CH:17][CH:18]=[CH:19][CH:20]=2)[CH2:11]1)(=[O:37])[C:31]1[CH:36]=[CH:35][CH:34]=[CH:33][CH:32]=1. The yield is 0.910. (6) The reactants are P(Cl)(Cl)([Cl:3])=O.[CH3:6][O:7][C:8]1[CH:9]=[C:10]([CH:14]2[C:19](=O)[N:18]3[C:21]4[CH:27]=[CH:26][CH:25]=[CH:24][C:22]=4[N:23]=[C:17]3[C:16]([C:28]#[N:29])=[C:15]2[CH3:30])[CH:11]=[CH:12][CH:13]=1. No catalyst specified. The product is [Cl:3][C:19]1[N:18]2[C:21]3[CH:27]=[CH:26][CH:25]=[CH:24][C:22]=3[N:23]=[C:17]2[C:16]([C:28]#[N:29])=[C:15]([CH3:30])[C:14]=1[C:10]1[CH:11]=[CH:12][CH:13]=[C:8]([O:7][CH3:6])[CH:9]=1. The yield is 0.940. (7) The reactants are [Cl:1][C:2]1[CH:3]=[C:4]2[C:8](=[CH:9][CH:10]=1)[N:7]([CH2:11][C:12]1[CH:17]=[CH:16][C:15]([C:18]([O:20]C)=[O:19])=[CH:14][CH:13]=1)[CH:6]=[C:5]2[C:22](=[O:29])[CH:23]=[C:24]([OH:28])[C:25]([OH:27])=[O:26].[Li+].[OH-]. The catalyst is CO. The product is [C:18]([C:15]1[CH:14]=[CH:13][C:12]([CH2:11][N:7]2[C:8]3[C:4](=[CH:3][C:2]([Cl:1])=[CH:10][CH:9]=3)[C:5]([C:22](=[O:29])[CH:23]=[C:24]([OH:28])[C:25]([OH:27])=[O:26])=[CH:6]2)=[CH:17][CH:16]=1)([OH:20])=[O:19]. The yield is 0.790.